Dataset: Reaction yield outcomes from USPTO patents with 853,638 reactions. Task: Predict the reaction yield, written as a fraction of the theoretical maximum amount of product (1.0 means a 100% yield; for example, 0.34 means a 34% yield). (1) The catalyst is CN(C=O)C. The yield is 0.920. The reactants are Cl.CN.C[CH2:5][N:6](C(C)C)C(C)C.[CH3:13][C:14]([C:18]1[N:22]([CH2:23][CH:24]2[CH2:29][CH2:28][O:27][CH2:26][CH2:25]2)[C:21]2[CH:30]=[CH:31][C:32]([S:34]([N:37]3[CH:41]=[C:40]([C:42]([OH:44])=O)[CH:39]=[N:38]3)(=[O:36])=[O:35])=[CH:33][C:20]=2[N:19]=1)([CH3:17])[CH2:15][CH3:16].CN(C(ON1N=NC2C=CC=NC1=2)=[N+](C)C)C.F[P-](F)(F)(F)(F)F. The product is [CH3:17][C:14]([C:18]1[N:22]([CH2:23][CH:24]2[CH2:25][CH2:26][O:27][CH2:28][CH2:29]2)[C:21]2[CH:30]=[CH:31][C:32]([S:34]([N:37]3[CH:41]=[C:40]([C:42]([NH:6][CH3:5])=[O:44])[CH:39]=[N:38]3)(=[O:35])=[O:36])=[CH:33][C:20]=2[N:19]=1)([CH3:13])[CH2:15][CH3:16]. (2) The reactants are [N+]([C:4]1[CH:11]=[CH:10][CH:9]=[C:8]([N+:12]([O-:14])=[O:13])[C:5]=1[C:6]#[N:7])([O-])=O.[CH3:15][O:16][C@H:17]1[C@@H:21]2[O:22][C:23]([CH3:26])([CH3:25])[O:24][C@@H:20]2[C@@H:19]([CH2:27][OH:28])[O:18]1. No catalyst specified. The product is [CH3:15][O:16][C@H:17]1[C@@H:21]2[O:22][C:23]([CH3:26])([CH3:25])[O:24][C@@H:20]2[C@@H:19]([CH2:27][O:28][C:4]2[CH:11]=[CH:10][CH:9]=[C:8]([N+:12]([O-:14])=[O:13])[C:5]=2[C:6]#[N:7])[O:18]1. The yield is 0.700. (3) The reactants are [CH:1]([C:3]1[CH:11]=[CH:10][C:6]([C:7]([OH:9])=[O:8])=[CH:5][CH:4]=1)=O.[CH3:12][N:13]1[CH2:18][CH2:17][NH:16][CH2:15][CH2:14]1.[H][H]. The catalyst is CO.[Pt]. The product is [CH3:12][N:13]1[CH2:18][CH2:17][N:16]([CH2:1][C:3]2[CH:11]=[CH:10][C:6]([C:7]([OH:9])=[O:8])=[CH:5][CH:4]=2)[CH2:15][CH2:14]1. The yield is 0.700. (4) The reactants are O[N:2]1[C:6]2C=CC=CC=2N=N1.CCN=C=N[CH2:16][CH2:17][CH2:18][N:19]([CH3:21])[CH3:20].CNC.C1C[O:28]CC1.[ClH:30].O1CCOCC1. The catalyst is CN(C=O)C.O. The product is [ClH:30].[CH3:21][N:19]([CH3:20])[C:18](=[O:28])[C@@H:17]([NH:2][CH3:6])[CH3:16]. The yield is 1.00. (5) The reactants are [F:1][C:2]1[CH:17]=[C:16]([F:18])[CH:15]=[CH:14][C:3]=1[CH2:4][C@H:5]([CH2:12][CH3:13])[CH2:6]OS(C)(=O)=O.[I-:19].[Na+]. The catalyst is CC(C)=O. The product is [F:1][C:2]1[CH:17]=[C:16]([F:18])[CH:15]=[CH:14][C:3]=1[CH2:4][C@@H:5]([CH2:6][I:19])[CH2:12][CH3:13]. The yield is 0.910. (6) The reactants are [NH2:1][C:2]1[CH:9]=[CH:8][CH:7]=[CH:6][C:3]=1[C:4]#[N:5].C1C(=O)N([Br:17])C(=O)C1. The catalyst is ClCCl. The product is [NH2:1][C:2]1[CH:9]=[CH:8][C:7]([Br:17])=[CH:6][C:3]=1[C:4]#[N:5]. The yield is 0.870.